This data is from Reaction yield outcomes from USPTO patents with 853,638 reactions. The task is: Predict the reaction yield, written as a fraction of the theoretical maximum amount of product (1.0 means a 100% yield; for example, 0.34 means a 34% yield). The yield is 0.331. The product is [CH2:22]([N:24]1[C:28]2=[N:29][C:30]([CH2:69][CH3:70])=[C:31]([CH2:40][NH:41][C:42]([C:44]3[CH:49]=[CH:48][CH:47]=[C:46]([C:50]([NH:52][CH2:53][C:54]4[CH:59]=[C:58]([C:2]5[CH:7]=[CH:6][CH:5]=[C:4]([O:8][CH:9]6[CH2:10][CH2:11][NH:12][CH2:13][CH2:14]6)[CH:3]=5)[CH:57]=[CH:56][CH:55]=4)=[O:51])[CH:45]=3)=[O:43])[C:32]([NH:33][CH:34]3[CH2:39][CH2:38][O:37][CH2:36][CH2:35]3)=[C:27]2[CH:26]=[N:25]1)[CH3:23]. The reactants are Br[C:2]1[CH:3]=[C:4]([O:8][CH:9]2[CH2:14][CH2:13][N:12](C(OC(C)(C)C)=O)[CH2:11][CH2:10]2)[CH:5]=[CH:6][CH:7]=1.[CH2:22]([N:24]1[C:28]2=[N:29][C:30]([CH2:69][CH3:70])=[C:31]([CH2:40][NH:41][C:42]([C:44]3[CH:49]=[CH:48][CH:47]=[C:46]([C:50]([NH:52][CH2:53][C:54]4[CH:59]=[CH:58][CH:57]=[C:56](B5OC(C)(C)C(C)(C)O5)[CH:55]=4)=[O:51])[CH:45]=3)=[O:43])[C:32]([NH:33][CH:34]3[CH2:39][CH2:38][O:37][CH2:36][CH2:35]3)=[C:27]2[CH:26]=[N:25]1)[CH3:23].C([O-])([O-])=O.[K+].[K+].C(O)(C(F)(F)F)=O. The catalyst is O1CCOCC1.O.C1C=CC([P]([Pd]([P](C2C=CC=CC=2)(C2C=CC=CC=2)C2C=CC=CC=2)([P](C2C=CC=CC=2)(C2C=CC=CC=2)C2C=CC=CC=2)[P](C2C=CC=CC=2)(C2C=CC=CC=2)C2C=CC=CC=2)(C2C=CC=CC=2)C2C=CC=CC=2)=CC=1.C(Cl)Cl.